This data is from Full USPTO retrosynthesis dataset with 1.9M reactions from patents (1976-2016). The task is: Predict the reactants needed to synthesize the given product. (1) Given the product [N:1]([C:4]1[CH:20]=[CH:19][C:7]([CH2:8][NH:9][C:10](=[O:18])[C@@H:11]([NH:14][C:15](=[O:17])[CH3:16])[CH2:12][O:13][CH3:21])=[CH:6][CH:5]=1)=[N+:2]=[N-:3], predict the reactants needed to synthesize it. The reactants are: [N:1]([C:4]1[CH:20]=[CH:19][C:7]([CH2:8][NH:9][C:10](=[O:18])[C@@H:11]([NH:14][C:15](=[O:17])[CH3:16])[CH2:12][OH:13])=[CH:6][CH:5]=1)=[N+:2]=[N-:3].[CH3:21]I. (2) Given the product [CH:27]1([NH:30][C:24](=[O:26])/[CH:23]=[CH:22]/[C:21]2[CH:20]=[N:19][N:16]3[CH:17]=[CH:18][C:13]([N:9]4[CH2:10][CH2:11][CH2:12][CH:8]4[C:4]4[CH:5]=[N:6][CH:7]=[C:2]([F:1])[CH:3]=4)=[N:14][C:15]=23)[CH2:29][CH2:28]1, predict the reactants needed to synthesize it. The reactants are: [F:1][C:2]1[CH:3]=[C:4]([CH:8]2[CH2:12][CH2:11][CH2:10][N:9]2[C:13]2[CH:18]=[CH:17][N:16]3[N:19]=[CH:20][C:21](/[CH:22]=[CH:23]/[C:24]([OH:26])=O)=[C:15]3[N:14]=2)[CH:5]=[N:6][CH:7]=1.[CH:27]1([NH2:30])[CH2:29][CH2:28]1.CCN(C(C)C)C(C)C.CN(C(ON1N=NC2C=CC=NC1=2)=[N+](C)C)C.F[P-](F)(F)(F)(F)F. (3) Given the product [C:20]([O:19][C:17](=[O:24])[NH:18][C:2]1[CH:11]=[CH:10][CH:9]=[C:8]2[C:3]=1[CH2:4][CH2:5][N:6]([CH2:13][CH:14]1[CH2:16][CH2:15]1)[C:7]2=[O:12])([CH3:23])([CH3:22])[CH3:21], predict the reactants needed to synthesize it. The reactants are: Br[C:2]1[CH:11]=[CH:10][CH:9]=[C:8]2[C:3]=1[CH2:4][CH2:5][N:6]([CH2:13][CH:14]1[CH2:16][CH2:15]1)[C:7]2=[O:12].[C:17](=[O:24])([O:19][C:20]([CH3:23])([CH3:22])[CH3:21])[NH2:18].CC(C1C=C(C(C)C)C(C2C=CC=CC=2P(C2CCCCC2)C2CCCCC2)=C(C(C)C)C=1)C.CC(C)([O-])C.[Na+]. (4) The reactants are: Cl.[NH2:2][OH:3].C(=O)(O)[O-].[Na+].[F:9][C:10]([F:24])([F:23])[C:11]1[CH:18]=[C:17]([C:19]([F:22])([F:21])[F:20])[CH:16]=[CH:15][C:12]=1[CH:13]=O. Given the product [F:9][C:10]([F:24])([F:23])[C:11]1[CH:18]=[C:17]([C:19]([F:22])([F:21])[F:20])[CH:16]=[CH:15][C:12]=1[CH:13]=[N:2][OH:3], predict the reactants needed to synthesize it. (5) Given the product [C:11]([O:15][C:16](=[O:22])[N:17]([CH2:19][CH2:20][O:1][C:2]1[CH:10]=[CH:9][CH:8]=[C:7]2[C:3]=1[CH:4]=[CH:5][NH:6]2)[CH3:18])([CH3:14])([CH3:13])[CH3:12], predict the reactants needed to synthesize it. The reactants are: [OH:1][C:2]1[CH:10]=[CH:9][CH:8]=[C:7]2[C:3]=1[CH:4]=[CH:5][NH:6]2.[C:11]([O:15][C:16](=[O:22])[N:17]([CH2:19][CH2:20]O)[CH3:18])([CH3:14])([CH3:13])[CH3:12].C1C=CC(P(C2C=CC=CC=2)C2C=CC=CC=2)=CC=1.CC(OC(/N=N/C(OC(C)C)=O)=O)C. (6) Given the product [CH3:31][O:30][CH2:29][CH2:28][CH2:27][CH2:26][C:25]1[N:24]([C:32]2[CH:33]=[CH:34][CH:35]=[CH:36][CH:37]=2)[N:23]=[N:22][C:21]=1[C:19]([N:14]([C@H:12]1[CH2:11][C@@H:10]([C:38]2[O:40][C:42]([CH3:41])=[N:43][N:44]=2)[CH2:9][NH:8][CH2:13]1)[CH2:15][CH:16]([CH3:17])[CH3:18])=[O:20], predict the reactants needed to synthesize it. The reactants are: C(OC([N:8]1[CH2:13][C@@H:12]([N:14]([C:19]([C:21]2[N:22]=[N:23][N:24]([C:32]3[CH:37]=[CH:36][CH:35]=[CH:34][CH:33]=3)[C:25]=2[CH2:26][CH2:27][CH2:28][CH2:29][O:30][CH3:31])=[O:20])[CH2:15][CH:16]([CH3:18])[CH3:17])[CH2:11][C@@H:10]([C:38]([OH:40])=O)[CH2:9]1)=O)(C)(C)C.[CH3:41][C:42]1NN=[N:44][N:43]=1.C1(N=C=NC2CCCCC2)CCCCC1.O. (7) Given the product [CH3:21][Si:22]([CH3:24])([CH3:23])[C:25]#[C:26][C:2]1[CH:8]=[CH:7][C:5]([NH2:6])=[C:4]([N+:9]([O-:11])=[O:10])[CH:3]=1, predict the reactants needed to synthesize it. The reactants are: I[C:2]1[CH:8]=[CH:7][C:5]([NH2:6])=[C:4]([N+:9]([O-:11])=[O:10])[CH:3]=1.CCN(C(C)C)C(C)C.[CH3:21][Si:22]([C:25]#[CH:26])([CH3:24])[CH3:23]. (8) The reactants are: Br[C:2]1[CH:3]=[N:4][CH:5]=[C:6]2[C:11]=1[N:10]=[C:9]([C:12]([NH2:14])=[O:13])[CH:8]=[CH:7]2.[CH2:15]([NH:21][C:22](=[O:33])[CH2:23][C:24]1[CH:29]=[CH:28][C:27](B(O)O)=[CH:26][CH:25]=1)[CH2:16][CH2:17][CH2:18][CH2:19][CH3:20]. Given the product [CH2:15]([NH:21][C:22](=[O:33])[CH2:23][C:24]1[CH:25]=[CH:26][C:27]([C:2]2[CH:3]=[N:4][CH:5]=[C:6]3[C:11]=2[N:10]=[C:9]([C:12]([NH2:14])=[O:13])[CH:8]=[CH:7]3)=[CH:28][CH:29]=1)[CH2:16][CH2:17][CH2:18][CH2:19][CH3:20], predict the reactants needed to synthesize it. (9) Given the product [C:29]([C:17]1[C:18]([C:20]2[C:28]3[C:23](=[CH:24][CH:25]=[CH:26][CH:27]=3)[NH:22][CH:21]=2)=[N:19][C:14]([NH:13][C@@H:10]2[CH2:11][CH2:12][N:8]([C:6]([C:5]3[CH:4]=[CH:3][C:2]([NH:1][C:37](=[O:38])/[CH:36]=[CH:35]/[CH2:34][N:41]([CH2:42][CH2:43][OH:44])[CH3:40])=[CH:32][CH:31]=3)=[O:7])[CH2:9]2)=[N:15][CH:16]=1)#[N:30], predict the reactants needed to synthesize it. The reactants are: [NH2:1][C:2]1[CH:32]=[CH:31][C:5]([C:6]([N:8]2[CH2:12][CH2:11][C@@H:10]([NH:13][C:14]3[N:19]=[C:18]([C:20]4[C:28]5[C:23](=[CH:24][CH:25]=[CH:26][CH:27]=5)[NH:22][CH:21]=4)[C:17]([C:29]#[N:30])=[CH:16][N:15]=3)[CH2:9]2)=[O:7])=[CH:4][CH:3]=1.Br[CH2:34]/[CH:35]=[CH:36]/[C:37](Cl)=[O:38].[CH3:40][NH:41][CH2:42][CH2:43][OH:44].CN1C(=O)CCC1.